This data is from Forward reaction prediction with 1.9M reactions from USPTO patents (1976-2016). The task is: Predict the product of the given reaction. (1) Given the reactants C([Li])CCC.[CH2:6]([CH:8]([C:11]1[N:16]2[N:17]=[C:18]([CH3:28])[C:19]([C:20]3[S:24][C:23]([CH2:25][O:26][CH3:27])=[N:22][CH:21]=3)=[C:15]2[N:14]=[C:13]([CH3:29])[CH:12]=1)[CH2:9][CH3:10])[CH3:7].[Cl:30]N1C(=O)CCC1=O.[Cl-].[NH4+], predict the reaction product. The product is: [Cl:30][C:21]1[N:22]=[C:23]([CH2:25][O:26][CH3:27])[S:24][C:20]=1[C:19]1[C:18]([CH3:28])=[N:17][N:16]2[C:11]([CH:8]([CH2:9][CH3:10])[CH2:6][CH3:7])=[CH:12][C:13]([CH3:29])=[N:14][C:15]=12. (2) Given the reactants [OH:1][CH2:2][C:3]#[C:4][C:5]#[C:6][C:7]1[CH:15]=[CH:14][C:10]([C:11]([OH:13])=O)=[CH:9][CH:8]=1.CN(C(ON1N=NC2C=CC=NC1=2)=[N+](C)C)C.F[P-](F)(F)(F)(F)F.CCN(C(C)C)C(C)C.[NH2:49][C@@H:50]([C@H:55]([NH:57]C(OC(C)(C)C)=O)[CH3:56])[C:51]([O:53][CH3:54])=[O:52].C(O)(C(F)(F)F)=O, predict the reaction product. The product is: [NH2:57][C@H:55]([CH3:56])[C@H:50]([NH:49][C:11](=[O:13])[C:10]1[CH:9]=[CH:8][C:7]([C:6]#[C:5][C:4]#[C:3][CH2:2][OH:1])=[CH:15][CH:14]=1)[C:51]([O:53][CH3:54])=[O:52].